From a dataset of Catalyst prediction with 721,799 reactions and 888 catalyst types from USPTO. Predict which catalyst facilitates the given reaction. (1) Reactant: [CH2:1]([N:8]1[CH2:14][C:13]2[N:15]=[CH:16][C:17](Cl)=[N:18][C:12]=2[O:11][CH2:10][CH2:9]1)[C:2]1[CH:7]=[CH:6][CH:5]=[CH:4][CH:3]=1.[CH3:20][CH:21]([SH:23])[CH3:22].C(=O)([O-])[O-].[K+].[K+].O. Product: [CH2:1]([N:8]1[CH2:14][C:13]2[N:15]=[CH:16][C:17]([S:23][CH:21]([CH3:22])[CH3:20])=[N:18][C:12]=2[O:11][CH2:10][CH2:9]1)[C:2]1[CH:7]=[CH:6][CH:5]=[CH:4][CH:3]=1. The catalyst class is: 3. (2) Reactant: [N:1]1[N:5]2[CH:6]=[CH:7][CH:8]=[C:9]([NH:10]C(=O)OC(C)(C)C)[C:4]2=[CH:3][N:2]=1.[F:18][C:19]([F:24])([F:23])[C:20]([OH:22])=[O:21]. Product: [F:18][C:19]([F:24])([F:23])[C:20]([OH:22])=[O:21].[N:1]1[N:5]2[CH:6]=[CH:7][CH:8]=[C:9]([NH2:10])[C:4]2=[CH:3][N:2]=1. The catalyst class is: 4. (3) Reactant: [F:1][C:2]1[CH:7]=[CH:6][C:5](Br)=[CH:4][CH:3]=1.[Li]CCCC.[Cl:14][C:15]1[N:20]=[C:19]([Cl:21])[CH:18]=[CH:17][N:16]=1.CC(O)=O.O.C(C1C(=O)C(Cl)=C(Cl)C(=O)C=1C#N)#N.[OH-].[Na+]. Product: [Cl:14][C:15]1[N:20]=[C:19]([Cl:21])[CH:18]=[C:17]([C:5]2[CH:6]=[CH:7][C:2]([F:1])=[CH:3][CH:4]=2)[N:16]=1. The catalyst class is: 332. (4) Reactant: CC(N[C@H]1[C@H]([C@H](O)[C@H](O)CO)O[C@](OP(OC[C@H]2O[C@@H](N3C(=O)N=C(N)C=C3)[C@H](O)[C@@H]2O)(O)=O)(C(O)=O)C[C@@H]1O)=O.P(OC[C@H]1O[C@@H](N2C=CC(N)=NC2=O)[C@H](O)[C@@H]1O)(O)(O)=O.[B-]1(F)(F)[N+]2=CC=CC2=CC2N1C=CC=2.[CH3:77][CH2:78][CH2:79][CH2:80][CH2:81][CH2:82][CH2:83][CH2:84][CH2:85][CH2:86][CH2:87][CH2:88][CH2:89][CH2:90][CH2:91][CH2:92][CH2:93][C:94]([NH:96][CH:97]([CH:122]([OH:138])/[CH:123]=[CH:124]/[CH2:125][CH2:126][CH2:127][CH2:128][CH2:129][CH2:130][CH2:131][CH2:132][CH2:133][CH2:134][CH2:135][CH2:136][CH3:137])[CH2:98][O:99][C@@H:100]1[O:105][C@H:104]([CH2:106][OH:107])[C@H:103]([O:108][CH:109]2[O:114][C@H:113]([CH2:115][OH:116])[C@H:112]([OH:117])[C@H:111]([OH:118])[C@H:110]2[OH:119])[C@H:102]([OH:120])[C@H:101]1[OH:121])=[O:95]. Product: [CH3:77][CH2:78][CH2:79][CH2:80][CH2:81][CH2:82][CH2:83][CH2:84][CH2:85][CH2:86][CH2:87][CH2:88][CH2:89][CH2:90][CH2:91][CH2:92][CH2:93][C:94]([NH:96][CH:97]([CH:122]([OH:138])/[CH:123]=[CH:124]/[CH2:125][CH2:126][CH2:127][CH2:128][CH2:129][CH2:130][CH2:131][CH2:132][CH2:133][CH2:134][CH2:135][CH2:136][CH3:137])[CH2:98][O:99][C@@H:100]1[O:105][C@H:104]([CH2:106][OH:107])[C@H:103]([O:108][CH:109]2[O:114][C@H:113]([CH2:115][OH:116])[C@H:112]([OH:117])[C@H:111]([OH:118])[C@H:110]2[OH:119])[C@H:102]([OH:120])[C@H:101]1[OH:121])=[O:95]. The catalyst class is: 147. (5) Reactant: [CH2:1]([O:4][C@@H:5]1[C@@H:9]([CH2:10][O:11][Si](C(C)(C)C)(C)C)[O:8][C@@H:7]([N:19]2[CH:26]=[C:25]([I:27])[C:23](=[O:24])[NH:22][C:20]2=[O:21])[CH2:6]1)[CH:2]=[CH2:3].CCCC[N+](CCCC)(CCCC)CCCC.[F-]. Product: [CH2:1]([O:4][C@@H:5]1[C@@H:9]([CH2:10][OH:11])[O:8][C@@H:7]([N:19]2[CH:26]=[C:25]([I:27])[C:23](=[O:24])[NH:22][C:20]2=[O:21])[CH2:6]1)[CH:2]=[CH2:3]. The catalyst class is: 1.